Task: Predict the product of the given reaction.. Dataset: Forward reaction prediction with 1.9M reactions from USPTO patents (1976-2016) (1) Given the reactants [CH3:1][N:2]1[C:11]2[C:10]3=[N:12][N:13]=[C:14]([C:15]4[CH:20]=[CH:19][CH:18]=[C:17]([O:21][C:22]([F:25])([F:24])[F:23])[CH:16]=4)[N:9]3[N:8]=[C:7]([NH:26][CH2:27][CH2:28][N:29]3[CH2:34][CH2:33][NH:32][CH2:31][CH2:30]3)[C:6]=2[O:5][CH2:4][CH2:3]1.C(N(CC)CC)C.[CH3:42][S:43](Cl)(=[O:45])=[O:44], predict the reaction product. The product is: [CH3:42][S:43]([N:32]1[CH2:31][CH2:30][N:29]([CH2:28][CH2:27][NH:26][C:7]2[C:6]3[O:5][CH2:4][CH2:3][N:2]([CH3:1])[C:11]=3[C:10]3=[N:12][N:13]=[C:14]([C:15]4[CH:20]=[CH:19][CH:18]=[C:17]([O:21][C:22]([F:23])([F:25])[F:24])[CH:16]=4)[N:9]3[N:8]=2)[CH2:34][CH2:33]1)(=[O:45])=[O:44]. (2) Given the reactants Cl.[CH2:2]([NH:15][C:16]([NH:18][C:19](=[NH:26])[N:20]1[CH2:25][CH2:24][O:23][CH2:22][CH2:21]1)=[NH:17])[CH2:3][CH2:4][CH2:5][CH2:6][CH2:7][CH2:8][CH2:9][CH2:10][CH2:11][CH2:12][CH2:13][CH3:14].C(O)C.S(=O)(=O)(O)O.[CH3:35][C:36]([CH3:38])=O, predict the reaction product. The product is: [CH2:2]([NH:15][C:16]1[NH:17][C:36]([CH3:38])([CH3:35])[N:26]=[C:19]([N:20]2[CH2:25][CH2:24][O:23][CH2:22][CH2:21]2)[N:18]=1)[CH2:3][CH2:4][CH2:5][CH2:6][CH2:7][CH2:8][CH2:9][CH2:10][CH2:11][CH2:12][CH2:13][CH3:14]. (3) Given the reactants [F:1][C:2]1([F:21])[CH2:6][CH2:5][CH:4]([C:7]2[C:11]([C:12](OCC)=[O:13])=[C:10]([C:17]([F:20])([F:19])[F:18])[S:9][N:8]=2)[CH2:3]1.[H-].[H-].[H-].[H-].[Li+].[Al+3], predict the reaction product. The product is: [F:21][C:2]1([F:1])[CH2:6][CH2:5][CH:4]([C:7]2[C:11]([CH2:12][OH:13])=[C:10]([C:17]([F:19])([F:20])[F:18])[S:9][N:8]=2)[CH2:3]1. (4) Given the reactants [N+:1]([C:4]1[CH:5]=[C:6]2[C:11](=[O:12])[N:10]([C:13]3[CH:18]=[CH:17][C:16]([C:19]([OH:21])=[O:20])=[CH:15][CH:14]=3)[C:8](=[O:9])[C:7]2=[CH:22][CH:23]=1)([O-])=O.CC(O)=O, predict the reaction product. The product is: [NH2:1][C:4]1[CH:5]=[C:6]2[C:11](=[O:12])[N:10]([C:13]3[CH:14]=[CH:15][C:16]([C:19]([OH:21])=[O:20])=[CH:17][CH:18]=3)[C:8](=[O:9])[C:7]2=[CH:22][CH:23]=1. (5) The product is: [Br:49][C:50]1[CH:51]=[C:52]([CH:53]=[CH:54][CH:55]=1)[CH2:56][N:29]1[C:30]2[C:31](=[O:32])[N:23]([CH3:22])[C:24](=[O:42])[N:25]([CH3:41])[C:26]=2[N:27]=[C:28]1[CH:33]([CH3:40])[CH2:34][C:35]([O:37][CH2:38][CH3:39])=[O:36]. Given the reactants CN1C(=O)C2NC(CC(C)C(OCC)=O)=NC=2N(C)C1=O.[CH3:22][N:23]1[C:31](=[O:32])[C:30]2[NH:29][C:28]([CH:33]([CH3:40])[CH2:34][C:35]([O:37][CH2:38][CH3:39])=[O:36])=[N:27][C:26]=2[N:25]([CH3:41])[C:24]1=[O:42].C(=O)([O-])[O-].[K+].[K+].[Br:49][C:50]1[CH:55]=[CH:54][CH:53]=[C:52]([CH2:56]Br)[CH:51]=1, predict the reaction product.